From a dataset of Full USPTO retrosynthesis dataset with 1.9M reactions from patents (1976-2016). Predict the reactants needed to synthesize the given product. (1) Given the product [F:8][C:5]1[CH:6]=[CH:7][C:2]2[N:1]=[C:46]([CH:43]3[CH2:44][CH2:45][O:40][CH2:41][CH2:42]3)[N:9]([C:10]3[C:18]4[O:17][CH2:16][C@@H:15]([N:19]([C:34](=[O:39])[C:35]([F:37])([F:38])[F:36])[C:20]5[CH:33]=[CH:32][C:23]6[C@H:24]([CH2:27][C:28]([O:30][CH3:31])=[O:29])[CH2:25][O:26][C:22]=6[CH:21]=5)[C:14]=4[CH:13]=[CH:12][CH:11]=3)[C:3]=2[CH:4]=1, predict the reactants needed to synthesize it. The reactants are: [NH2:1][C:2]1[CH:7]=[CH:6][C:5]([F:8])=[CH:4][C:3]=1[NH:9][C:10]1[C:18]2[O:17][CH2:16][C@@H:15]([N:19]([C:34](=[O:39])[C:35]([F:38])([F:37])[F:36])[C:20]3[CH:33]=[CH:32][C:23]4[C@H:24]([CH2:27][C:28]([O:30][CH3:31])=[O:29])[CH2:25][O:26][C:22]=4[CH:21]=3)[C:14]=2[CH:13]=[CH:12][CH:11]=1.[O:40]1[CH2:45][CH2:44][CH:43]([C:46](O)=O)[CH2:42][CH2:41]1.Cl.CN(C)CCCN=C=NCC.O.ON1C2C=CC=CC=2N=N1.C(=O)([O-])O.[Na+]. (2) Given the product [C:12]1([N:9]2[C:5]3=[N:6][CH:7]=[N:8][C:3]([NH:1][N:2]=[CH:25][C:24]4[CH:27]=[CH:28][CH:29]=[C:22]([O:21][CH2:20][CH2:19][OH:18])[CH:23]=4)=[C:4]3[CH:11]=[N:10]2)[CH:17]=[CH:16][CH:15]=[CH:14][CH:13]=1, predict the reactants needed to synthesize it. The reactants are: [NH:1]([C:3]1[N:8]=[CH:7][N:6]=[C:5]2[N:9]([C:12]3[CH:17]=[CH:16][CH:15]=[CH:14][CH:13]=3)[N:10]=[CH:11][C:4]=12)[NH2:2].[OH:18][CH2:19][CH2:20][O:21][C:22]1[CH:23]=[C:24]([CH:27]=[CH:28][CH:29]=1)[CH:25]=O.C1(N2C3=NC=NC(NN=CC4C=CN=CC=4)=C3C=N2)C=CC=CC=1. (3) Given the product [CH3:28][CH:1]([NH:2][C:3]1[S:4][CH:5]=[C:6]([C:8]2[CH:9]=[CH:10][CH:11]=[CH:12][CH:13]=2)[N:7]=1)[C:17]1[CH:26]=[CH:25][C:20]([C:21]([O:23][CH3:24])=[O:22])=[CH:19][CH:18]=1, predict the reactants needed to synthesize it. The reactants are: [CH3:1][NH:2][C:3]1[S:4][CH:5]=[C:6]([C:8]2[CH:13]=[CH:12][CH:11]=[CH:10][CH:9]=2)[N:7]=1.[H-].[Na+].Br[C:17]1[CH:26]=[CH:25][C:20]([C:21]([O:23][CH3:24])=[O:22])=[CH:19][CH:18]=1.O.[CH3:28]N(C)C=O. (4) Given the product [Cl:31][C:28]1[CH:29]=[CH:30][C:25]([CH:9]2[C:8]3[NH:4][C:5]([C:38]4[CH:37]=[N:36][C:35]([O:34][CH3:33])=[CH:40][CH:39]=4)=[N:6][C:7]=3[C:11](=[O:12])[N:10]2[C:13]2[CH:14]=[C:15]([O:23][CH3:24])[C:16]3[N:17]([C:19]([CH3:22])=[N:20][N:21]=3)[CH:18]=2)=[CH:26][CH:27]=1, predict the reactants needed to synthesize it. The reactants are: C([N:4]1[C:8]2[CH:9]([C:25]3[CH:30]=[CH:29][C:28]([Cl:31])=[CH:27][CH:26]=3)[N:10]([C:13]3[CH:14]=[C:15]([O:23][CH3:24])[C:16]4[N:17]([C:19]([CH3:22])=[N:20][N:21]=4)[CH:18]=3)[C:11](=[O:12])[C:7]=2[N:6]=[C:5]1Br)C=C.[CH3:33][O:34][C:35]1[CH:40]=[CH:39][C:38](B(O)O)=[CH:37][N:36]=1. (5) Given the product [CH:1]1([CH2:4][O:5][C:6]2[CH:15]=[CH:14][C:9]([C:10]([O:12][CH3:13])=[O:11])=[CH:8][C:7]=2[C:30]#[C:24][C:25]2[CH:26]=[CH:27][CH:28]=[CH:29][N:19]=2)[CH2:3][CH2:2]1, predict the reactants needed to synthesize it. The reactants are: [CH:1]1([CH2:4][O:5][C:6]2[CH:15]=[CH:14][C:9]([C:10]([O:12][CH3:13])=[O:11])=[CH:8][C:7]=2I)[CH2:3][CH2:2]1.C([N:19](CC)CC)C.[C:24]1([CH3:30])[CH:29]=[CH:28][CH:27]=[CH:26][CH:25]=1. (6) Given the product [Br:44][C:41]1[CH:42]=[C:43]2[C:38](=[CH:39][CH:40]=1)[NH:37][C:27]1[C:28]([O:30][CH2:31][CH2:32][CH2:33][CH2:34][CH2:35][N:53]3[CH2:58][CH2:57][O:56][CH2:55][CH2:54]3)=[C:29]3[NH:17][C:18]4[CH:19]=[CH:20][C:21]([Br:52])=[CH:22][C:23]=4[C:24]3=[CH:25][C:26]2=1, predict the reactants needed to synthesize it. The reactants are: N1C2C(=CC=CC=2)C=C1.C([N:17]1[C:29]2[C:28]([O:30][CH2:31][CH2:32][CH2:33][CH2:34][CH2:35]Br)=[C:27]3[N:37](C(OC(C)(C)C)=O)[C:38]4[CH:39]=[CH:40][C:41]([Br:44])=[CH:42][C:43]=4[C:26]3=[CH:25][C:24]=2[C:23]2[C:18]1=[CH:19][CH:20]=[C:21]([Br:52])[CH:22]=2)(OC(C)(C)C)=O.[NH:53]1[CH2:58][CH2:57][O:56][CH2:55][CH2:54]1.